From a dataset of Full USPTO retrosynthesis dataset with 1.9M reactions from patents (1976-2016). Predict the reactants needed to synthesize the given product. Given the product [C:9]([O:13][C:14]([N:16]1[CH2:17][CH2:18][C:19](=[O:22])[C:20](=[CH:3][N:6]([CH3:8])[CH3:7])[CH2:21]1)=[O:15])([CH3:12])([CH3:10])[CH3:11], predict the reactants needed to synthesize it. The reactants are: CO[CH:3]([N:6]([CH3:8])[CH3:7])OC.[C:9]([O:13][C:14]([N:16]1[CH2:21][CH2:20][C:19](=[O:22])[CH2:18][CH2:17]1)=[O:15])([CH3:12])([CH3:11])[CH3:10].